From a dataset of Reaction yield outcomes from USPTO patents with 853,638 reactions. Predict the reaction yield, written as a fraction of the theoretical maximum amount of product (1.0 means a 100% yield; for example, 0.34 means a 34% yield). (1) The reactants are [H-].[Na+].[CH2:3]([OH:10])[C:4]1[CH:9]=[CH:8][CH:7]=[CH:6][CH:5]=1.Cl[C:12]1[C:21]2[C:16](=[CH:17][CH:18]=[C:19]([I:22])[CH:20]=2)[N:15]=[CH:14][N:13]=1.C(Cl)Cl. The catalyst is CN(C=O)C. The product is [CH2:3]([O:10][C:12]1[C:21]2[C:16](=[CH:17][CH:18]=[C:19]([I:22])[CH:20]=2)[N:15]=[CH:14][N:13]=1)[C:4]1[CH:9]=[CH:8][CH:7]=[CH:6][CH:5]=1. The yield is 0.880. (2) The reactants are [C:1]([CH:3]1[CH2:6][N:5]([C:7]([O:9][C:10]([CH3:13])([CH3:12])[CH3:11])=[O:8])[CH2:4]1)#[N:2].Cl.[NH2:15][OH:16].C(N(CC)CC)C. The catalyst is C(O)C. The product is [NH2:2]/[C:1](=[N:15]\[OH:16])/[CH:3]1[CH2:6][N:5]([C:7]([O:9][C:10]([CH3:13])([CH3:12])[CH3:11])=[O:8])[CH2:4]1. The yield is 0.760.